This data is from Reaction yield outcomes from USPTO patents with 853,638 reactions. The task is: Predict the reaction yield, written as a fraction of the theoretical maximum amount of product (1.0 means a 100% yield; for example, 0.34 means a 34% yield). The yield is 0.810. The product is [C:40]([O:44][C:45](=[O:46])[NH:47][CH2:48][C:49]([N:25]1[CH2:24][CH2:23][N:22]([C:20]([N:11]2[CH:12]([C:13]3[CH:18]=[CH:17][C:16]([Cl:19])=[CH:15][CH:14]=3)[CH:8]([C:5]3[CH:6]=[CH:7][C:2]([Cl:1])=[CH:3][CH:4]=3)[N:9]=[C:10]2[C:28]2[CH:33]=[CH:32][C:31]([O:34][CH3:35])=[CH:30][C:29]=2[O:36][CH:37]([CH3:39])[CH3:38])=[O:21])[CH2:27][CH2:26]1)=[O:50])([CH3:43])([CH3:41])[CH3:42]. The reactants are [Cl:1][C:2]1[CH:7]=[CH:6][C:5]([CH:8]2[CH:12]([C:13]3[CH:18]=[CH:17][C:16]([Cl:19])=[CH:15][CH:14]=3)[N:11]([C:20]([N:22]3[CH2:27][CH2:26][NH:25][CH2:24][CH2:23]3)=[O:21])[C:10]([C:28]3[CH:33]=[CH:32][C:31]([O:34][CH3:35])=[CH:30][C:29]=3[O:36][CH:37]([CH3:39])[CH3:38])=[N:9]2)=[CH:4][CH:3]=1.[C:40]([O:44][C:45]([NH:47][CH2:48][C:49](O)=[O:50])=[O:46])([CH3:43])([CH3:42])[CH3:41].C(N=C=NC(C)C)(C)C. The catalyst is C1COCC1.